Dataset: Experimental lipophilicity measurements (octanol/water distribution) for 4,200 compounds from AstraZeneca. Task: Regression/Classification. Given a drug SMILES string, predict its absorption, distribution, metabolism, or excretion properties. Task type varies by dataset: regression for continuous measurements (e.g., permeability, clearance, half-life) or binary classification for categorical outcomes (e.g., BBB penetration, CYP inhibition). For this dataset (lipophilicity_astrazeneca), we predict Y. (1) The drug is O=C1C=CC(=O)c2c(O)ccc(O)c21. The Y is 1.91 logD. (2) The compound is Cc1nocc1C(=O)Nc1ccc(-c2ccccc2OC(F)(F)F)c(N)n1. The Y is 3.70 logD. (3) The compound is CN1[C@H]2CC[C@@H]1C[C@H](OC(=O)C(O)c1ccccc1)C2. The Y is -1.29 logD.